Dataset: Reaction yield outcomes from USPTO patents with 853,638 reactions. Task: Predict the reaction yield, written as a fraction of the theoretical maximum amount of product (1.0 means a 100% yield; for example, 0.34 means a 34% yield). (1) The reactants are [CH3:1][O:2][C:3](=[O:22])[C:4]1[CH:9]=[C:8]([C:10](=[O:13])[CH2:11][CH3:12])[C:7]([C:14]([F:17])([F:16])[F:15])=[CH:6][C:5]=1[NH:18]C(=O)C.S(=O)(=O)(O)O. The catalyst is CO.O.CCOC(C)=O. The product is [CH3:1][O:2][C:3](=[O:22])[C:4]1[CH:9]=[C:8]([C:10](=[O:13])[CH2:11][CH3:12])[C:7]([C:14]([F:16])([F:15])[F:17])=[CH:6][C:5]=1[NH2:18]. The yield is 0.820. (2) The reactants are Cl.[Cl:2][C:3]1[CH:22]=[CH:21][C:6]([C:7]([NH:9][C:10]2[CH:15]=[CH:14][C:13]([CH:16]3[CH2:20][CH2:19][NH:18][CH2:17]3)=[CH:12][CH:11]=2)=[O:8])=[CH:5][CH:4]=1.[C:23]([O-])(=O)C.[Na+].C=O.C([BH3-])#N.[Na+].N. The catalyst is CO.[Cl-].[Zn+2].[Cl-]. The product is [Cl:2][C:3]1[CH:4]=[CH:5][C:6]([C:7]([NH:9][C:10]2[CH:15]=[CH:14][C:13]([CH:16]3[CH2:20][CH2:19][N:18]([CH3:23])[CH2:17]3)=[CH:12][CH:11]=2)=[O:8])=[CH:21][CH:22]=1. The yield is 0.860. (3) The reactants are [F:1][C:2]1[CH:7]=[C:6]([I:8])[CH:5]=[CH:4][C:3]=1[NH:9][C:10]1[C:11]([C:18]([O:20]C)=[O:19])=[N:12][N:13]([CH3:17])[C:14](=[O:16])[CH:15]=1.CO.O.[OH-].[Li+]. The catalyst is O1CCCC1. The product is [F:1][C:2]1[CH:7]=[C:6]([I:8])[CH:5]=[CH:4][C:3]=1[NH:9][C:10]1[C:11]([C:18]([OH:20])=[O:19])=[N:12][N:13]([CH3:17])[C:14](=[O:16])[CH:15]=1. The yield is 0.660. (4) The reactants are [Br:1][C:2]1[CH:7]=[CH:6][C:5]([O:8][CH2:9][CH:10](OCC)OCC)=[CH:4][C:3]=1[F:17]. The catalyst is C1(C)C=CC=CC=1. The product is [Br:1][C:2]1[CH:7]=[CH:6][C:5]2[O:8][CH:9]=[CH:10][C:4]=2[C:3]=1[F:17]. The yield is 0.603. (5) The reactants are [C:1](N1C=CN=C1)(N1C=CN=C1)=[O:2].[CH:13]([C:16]1[CH:22]=[CH:21][C:19]([NH2:20])=[CH:18][CH:17]=1)([CH3:15])[CH3:14].[N:23]1[C:28]2[S:29][CH:30]=[CH:31][C:27]=2[C:26]([N:32]2[CH2:37][CH2:36][CH:35]([OH:38])[CH2:34][CH2:33]2)=[N:25][CH:24]=1. The catalyst is C(Cl)Cl.CN(C1C=CN=CC=1)C. The product is [N:23]1[C:28]2[S:29][CH:30]=[CH:31][C:27]=2[C:26]([N:32]2[CH2:33][CH2:34][CH:35]([O:38][C:1](=[O:2])[NH:20][C:19]3[CH:21]=[CH:22][C:16]([CH:13]([CH3:15])[CH3:14])=[CH:17][CH:18]=3)[CH2:36][CH2:37]2)=[N:25][CH:24]=1. The yield is 0.170. (6) The reactants are [Br:1][C:2]1[CH:3]=[CH:4][C:5]([F:11])=[C:6]([CH:10]=1)[C:7]([OH:9])=O.[Cl:12][C:13]1[CH:14]=[C:15]([NH2:20])[C:16]([NH2:19])=[CH:17][CH:18]=1.CN(C(ON1N=NC2C=CC=NC1=2)=[N+](C)C)C.F[P-](F)(F)(F)(F)F.O. The catalyst is ClCCl.CN(C=O)C. The product is [NH2:19][C:16]1[CH:17]=[CH:18][C:13]([Cl:12])=[CH:14][C:15]=1[NH:20][C:7](=[O:9])[C:6]1[CH:10]=[C:2]([Br:1])[CH:3]=[CH:4][C:5]=1[F:11]. The yield is 0.520. (7) The reactants are [CH2:1]([O:8][C:9]1[CH:14]=[C:13]([Br:15])[CH:12]=[C:11]([F:16])[C:10]=1[C:17]1[S:18][C:19](Br)=[N:20][N:21]=1)[C:2]1[CH:7]=[CH:6][CH:5]=[CH:4][CH:3]=1.Cl.[CH2:24]1[C:27]2([CH2:32][CH2:31][N:30]([C:33]([O:35][C:36]([CH3:39])([CH3:38])[CH3:37])=[O:34])[CH2:29][CH2:28]2)[CH2:26][NH:25]1. The catalyst is O1CCOCC1.O. The product is [CH2:1]([O:8][C:9]1[CH:14]=[C:13]([Br:15])[CH:12]=[C:11]([F:16])[C:10]=1[C:17]1[S:18][C:19]([N:25]2[CH2:24][C:27]3([CH2:28][CH2:29][N:30]([C:33]([O:35][C:36]([CH3:39])([CH3:38])[CH3:37])=[O:34])[CH2:31][CH2:32]3)[CH2:26]2)=[N:20][N:21]=1)[C:2]1[CH:7]=[CH:6][CH:5]=[CH:4][CH:3]=1. The yield is 0.450. (8) The reactants are [NH2:1][C:2]1[N:3]=[C:4]2[CH:9]=[CH:8][C:7]([O:10][C:11]3[CH:12]=[C:13]([NH:18][C:19]([C:21]4[N:25]([CH3:26])[N:24]=[C:23]([CH3:27])[CH:22]=4)=[O:20])[CH:14]=[C:15]([CH3:17])[CH:16]=3)=[CH:6][N:5]2[CH:28]=1.[CH2:29]([N:31]=[C:32]=[O:33])[CH3:30]. The catalyst is N1C=CC=CC=1. The product is [CH2:29]([NH:31][C:32]([NH:1][C:2]1[N:3]=[C:4]2[CH:9]=[CH:8][C:7]([O:10][C:11]3[CH:12]=[C:13]([NH:18][C:19]([C:21]4[N:25]([CH3:26])[N:24]=[C:23]([CH3:27])[CH:22]=4)=[O:20])[CH:14]=[C:15]([CH3:17])[CH:16]=3)=[CH:6][N:5]2[CH:28]=1)=[O:33])[CH3:30]. The yield is 0.220. (9) The reactants are [N:1]12[CH2:8][CH2:7][CH:4]([CH2:5][CH2:6]1)[C@@H:3]([O:9][C:10]1[N:15]=[CH:14][C:13]([C:16]3[CH:17]=[CH:18][C:19]4[O:23][C:22](=[O:24])[NH:21][C:20]=4[CH:25]=3)=[CH:12][N:11]=1)[CH2:2]2.[ClH:26]. The catalyst is CCOC(C)=O. The product is [ClH:26].[ClH:26].[N:1]12[CH2:8][CH2:7][CH:4]([CH2:5][CH2:6]1)[C@@H:3]([O:9][C:10]1[N:11]=[CH:12][C:13]([C:16]3[CH:17]=[CH:18][C:19]4[O:23][C:22](=[O:24])[NH:21][C:20]=4[CH:25]=3)=[CH:14][N:15]=1)[CH2:2]2. The yield is 0.830.